Regression. Given two drug SMILES strings and cell line genomic features, predict the synergy score measuring deviation from expected non-interaction effect. From a dataset of NCI-60 drug combinations with 297,098 pairs across 59 cell lines. (1) Drug 1: CCC1(CC2CC(C3=C(CCN(C2)C1)C4=CC=CC=C4N3)(C5=C(C=C6C(=C5)C78CCN9C7C(C=CC9)(C(C(C8N6C=O)(C(=O)OC)O)OC(=O)C)CC)OC)C(=O)OC)O.OS(=O)(=O)O. Drug 2: C1C(C(OC1N2C=NC3=C2NC=NCC3O)CO)O. Cell line: RXF 393. Synergy scores: CSS=-4.12, Synergy_ZIP=-0.121, Synergy_Bliss=-3.24, Synergy_Loewe=-8.30, Synergy_HSA=-6.50. (2) Drug 1: CCCCC(=O)OCC(=O)C1(CC(C2=C(C1)C(=C3C(=C2O)C(=O)C4=C(C3=O)C=CC=C4OC)O)OC5CC(C(C(O5)C)O)NC(=O)C(F)(F)F)O. Drug 2: CC1CCCC2(C(O2)CC(NC(=O)CC(C(C(=O)C(C1O)C)(C)C)O)C(=CC3=CSC(=N3)C)C)C. Cell line: LOX IMVI. Synergy scores: CSS=58.9, Synergy_ZIP=0.243, Synergy_Bliss=-0.150, Synergy_Loewe=-9.85, Synergy_HSA=0.152.